From a dataset of NCI-60 drug combinations with 297,098 pairs across 59 cell lines. Regression. Given two drug SMILES strings and cell line genomic features, predict the synergy score measuring deviation from expected non-interaction effect. Drug 1: C1=C(C(=O)NC(=O)N1)F. Drug 2: CC1C(C(=O)NC(C(=O)N2CCCC2C(=O)N(CC(=O)N(C(C(=O)O1)C(C)C)C)C)C(C)C)NC(=O)C3=C4C(=C(C=C3)C)OC5=C(C(=O)C(=C(C5=N4)C(=O)NC6C(OC(=O)C(N(C(=O)CN(C(=O)C7CCCN7C(=O)C(NC6=O)C(C)C)C)C)C(C)C)C)N)C. Cell line: K-562. Synergy scores: CSS=43.6, Synergy_ZIP=-6.66, Synergy_Bliss=-11.7, Synergy_Loewe=-9.83, Synergy_HSA=-9.82.